This data is from Forward reaction prediction with 1.9M reactions from USPTO patents (1976-2016). The task is: Predict the product of the given reaction. (1) Given the reactants Br[CH2:2][CH2:3][CH:4]1C[C:8]2[CH:10]=[CH:11][CH:12]=[CH:13][C:7]=2[N:6]([C:14]2[CH:19]=[CH:18][CH:17]=[CH:16][CH:15]=2)[S:5]1(=[O:21])=[O:20].[C:22]([N:29]1[CH2:34][CH2:33][NH:32][CH2:31][CH2:30]1)([O:24][C:25]([CH3:28])([CH3:27])[CH3:26])=[O:23].CCN(C(C)C)C(C)C.C([OH:46])C, predict the reaction product. The product is: [O:20]=[S:5]1(=[O:21])[CH:4]([CH2:3][CH2:2][N:32]2[CH2:31][CH2:30][N:29]([C:22]([O:24][C:25]([CH3:28])([CH3:27])[CH3:26])=[O:23])[CH2:34][CH2:33]2)[O:46][C:8]2[CH:10]=[CH:11][CH:12]=[CH:13][C:7]=2[N:6]1[C:14]1[CH:19]=[CH:18][CH:17]=[CH:16][CH:15]=1. (2) Given the reactants [NH2:1][C:2]1[CH:10]=[CH:9][C:5]([C:6]([OH:8])=O)=[C:4]([Cl:11])[C:3]=1[F:12].[C:13]([NH:17][C:18](=[O:32])[C:19]1[CH:24]=[CH:23][CH:22]=[C:21]([CH2:25][N:26]2[CH2:31][CH2:30][NH:29][CH2:28][CH2:27]2)[CH:20]=1)([CH3:16])([CH3:15])[CH3:14].C(N(CC)CC)C.CCCP1(OP(CCC)(=O)OP(CCC)(=O)O1)=O, predict the reaction product. The product is: [NH2:1][C:2]1[CH:10]=[CH:9][C:5]([C:6]([N:29]2[CH2:28][CH2:27][N:26]([CH2:25][C:21]3[CH:20]=[C:19]([CH:24]=[CH:23][CH:22]=3)[C:18]([NH:17][C:13]([CH3:15])([CH3:16])[CH3:14])=[O:32])[CH2:31][CH2:30]2)=[O:8])=[C:4]([Cl:11])[C:3]=1[F:12]. (3) Given the reactants Br[C:2]1[CH:3]=[C:4]([NH:17][C:18]2[CH:19]=[N:20][CH:21]=[CH:22][CH:23]=2)[CH:5]=[C:6](CC2C=CC(OC)=CC=2)[CH:7]=1.P([O-])([O-])([O-])=[O:25].[K+].[K+].[K+].[N+:32]([C:35]1[CH:43]=[C:42]2[C:38]([CH:39]=[CH:40][NH:41]2)=[CH:37][CH:36]=1)([O-:34])=[O:33].CNCCNC, predict the reaction product. The product is: [N+:32]([C:35]1[CH:43]=[C:42]2[C:38]([CH:39]=[CH:40][N:41]2[C:6]2[CH:7]=[C:2]([OH:25])[CH:3]=[C:4]([NH:17][C:18]3[CH:19]=[N:20][CH:21]=[CH:22][CH:23]=3)[CH:5]=2)=[CH:37][CH:36]=1)([O-:34])=[O:33]. (4) Given the reactants [CH3:1][O:2][C:3]1[CH:8]=[CH:7][C:6]([N:9]2[C:14](=[O:15])[C:13]([C:16]([O:18]CC)=[O:17])=[N:12][C:11]3[CH:21]=[CH:22][CH:23]=[N:24][C:10]2=3)=[CH:5][CH:4]=1.C(=O)([O-])[O-].[K+].[K+], predict the reaction product. The product is: [CH3:1][O:2][C:3]1[CH:4]=[CH:5][C:6]([N:9]2[C:14](=[O:15])[C:13]([C:16]([OH:18])=[O:17])=[N:12][C:11]3[CH:21]=[CH:22][CH:23]=[N:24][C:10]2=3)=[CH:7][CH:8]=1.